Regression. Given two drug SMILES strings and cell line genomic features, predict the synergy score measuring deviation from expected non-interaction effect. From a dataset of NCI-60 drug combinations with 297,098 pairs across 59 cell lines. (1) Drug 2: C1=CC=C(C=C1)NC(=O)CCCCCCC(=O)NO. Synergy scores: CSS=10.9, Synergy_ZIP=-4.72, Synergy_Bliss=-1.89, Synergy_Loewe=-2.54, Synergy_HSA=-2.45. Cell line: NCI-H460. Drug 1: CCC1(CC2CC(C3=C(CCN(C2)C1)C4=CC=CC=C4N3)(C5=C(C=C6C(=C5)C78CCN9C7C(C=CC9)(C(C(C8N6C)(C(=O)OC)O)OC(=O)C)CC)OC)C(=O)OC)O.OS(=O)(=O)O. (2) Drug 1: C1=CC(=CC=C1CCCC(=O)O)N(CCCl)CCCl. Drug 2: C1=CN(C(=O)N=C1N)C2C(C(C(O2)CO)O)O.Cl. Cell line: SF-268. Synergy scores: CSS=45.1, Synergy_ZIP=-4.29, Synergy_Bliss=-2.96, Synergy_Loewe=-2.41, Synergy_HSA=-0.0733. (3) Drug 1: CN(C)N=NC1=C(NC=N1)C(=O)N. Drug 2: C(CC(=O)O)C(=O)CN.Cl. Cell line: PC-3. Synergy scores: CSS=8.39, Synergy_ZIP=-4.52, Synergy_Bliss=-4.12, Synergy_Loewe=-5.70, Synergy_HSA=-4.72. (4) Drug 1: COC1=NC(=NC2=C1N=CN2C3C(C(C(O3)CO)O)O)N. Drug 2: CC12CCC3C(C1CCC2O)C(CC4=C3C=CC(=C4)O)CCCCCCCCCS(=O)CCCC(C(F)(F)F)(F)F. Cell line: NCI-H322M. Synergy scores: CSS=1.02, Synergy_ZIP=2.58, Synergy_Bliss=3.72, Synergy_Loewe=-0.283, Synergy_HSA=-0.149.